Task: Regression. Given two drug SMILES strings and cell line genomic features, predict the synergy score measuring deviation from expected non-interaction effect.. Dataset: NCI-60 drug combinations with 297,098 pairs across 59 cell lines Drug 1: C1=CC(=CC=C1CCC2=CNC3=C2C(=O)NC(=N3)N)C(=O)NC(CCC(=O)O)C(=O)O. Drug 2: CCC1(CC2CC(C3=C(CCN(C2)C1)C4=CC=CC=C4N3)(C5=C(C=C6C(=C5)C78CCN9C7C(C=CC9)(C(C(C8N6C=O)(C(=O)OC)O)OC(=O)C)CC)OC)C(=O)OC)O.OS(=O)(=O)O. Cell line: NCI-H226. Synergy scores: CSS=5.40, Synergy_ZIP=-3.21, Synergy_Bliss=-1.73, Synergy_Loewe=-3.08, Synergy_HSA=-2.47.